Predict which catalyst facilitates the given reaction. From a dataset of Catalyst prediction with 721,799 reactions and 888 catalyst types from USPTO. (1) The catalyst class is: 4. Reactant: [F:1][C:2]1[CH:3]=[C:4]([CH:24]=[CH:25][CH:26]=1)[CH2:5][N:6]1[CH2:10][CH2:9][N:8]([C@@H:11]([C:19]([CH3:22])([CH3:21])[CH3:20])[C:12]([O:14]C(C)(C)C)=[O:13])[C:7]1=[O:23].FC(F)(F)C(O)=O. Product: [F:1][C:2]1[CH:3]=[C:4]([CH:24]=[CH:25][CH:26]=1)[CH2:5][N:6]1[CH2:10][CH2:9][N:8]([C@@H:11]([C:19]([CH3:20])([CH3:21])[CH3:22])[C:12]([OH:14])=[O:13])[C:7]1=[O:23]. (2) Product: [C:37]([O:41][C:42](=[O:51])[NH:43][CH2:44][CH:45]1[CH2:46][CH2:47][N:48]([CH2:25][CH2:24][C@@H:23]([C:18]2[CH:19]=[C:20]([F:22])[CH:21]=[C:16]([F:15])[CH:17]=2)[CH:27]2[CH2:28][CH2:29][N:30]([S:33]([CH3:36])(=[O:35])=[O:34])[CH2:31][CH2:32]2)[CH2:49][CH2:50]1)([CH3:40])([CH3:38])[CH3:39]. The catalyst class is: 4. Reactant: C(O[BH-](OC(=O)C)OC(=O)C)(=O)C.[Na+].[F:15][C:16]1[CH:17]=[C:18]([C@@H:23]([CH:27]2[CH2:32][CH2:31][N:30]([S:33]([CH3:36])(=[O:35])=[O:34])[CH2:29][CH2:28]2)[CH2:24][CH:25]=O)[CH:19]=[C:20]([F:22])[CH:21]=1.[C:37]([O:41][C:42](=[O:51])[NH:43][CH2:44][CH:45]1[CH2:50][CH2:49][NH:48][CH2:47][CH2:46]1)([CH3:40])([CH3:39])[CH3:38].C(OCC)C. (3) Reactant: [C:1]1([C:7]2[N:12]3[N:13]=[C:14]([NH:16][C:17]4[CH:25]=[CH:24][C:20]([C:21](O)=[O:22])=[CH:19][CH:18]=4)[N:15]=[C:11]3[CH:10]=[CH:9][CH:8]=2)[CH:6]=[CH:5][CH:4]=[CH:3][CH:2]=1.[NH2:26][CH:27]1[CH2:32][CH2:31][N:30]([C:33]([O:35][C:36]([CH3:39])([CH3:38])[CH3:37])=[O:34])[CH2:29][CH2:28]1.CN(C(ON1N=NC2C=CC=NC1=2)=[N+](C)C)C.F[P-](F)(F)(F)(F)F.CN1CCOCC1. Product: [C:1]1([C:7]2[N:12]3[N:13]=[C:14]([NH:16][C:17]4[CH:18]=[CH:19][C:20]([C:21]([NH:26][CH:27]5[CH2:28][CH2:29][N:30]([C:33]([O:35][C:36]([CH3:39])([CH3:38])[CH3:37])=[O:34])[CH2:31][CH2:32]5)=[O:22])=[CH:24][CH:25]=4)[N:15]=[C:11]3[CH:10]=[CH:9][CH:8]=2)[CH:2]=[CH:3][CH:4]=[CH:5][CH:6]=1. The catalyst class is: 35. (4) Reactant: [CH2:1]1[O:11][C:4]2([CH2:9][CH2:8][C:7](=O)[CH2:6][CH2:5]2)[O:3][CH2:2]1.[NH3:12].[H][H]. Product: [O:3]1[C:4]2([CH2:9][CH2:8][CH:7]([NH2:12])[CH2:6][CH2:5]2)[O:11][CH2:1][CH2:2]1. The catalyst class is: 19. (5) Reactant: [C:1]([C:5]1[S:9]/[C:8](=[N:10]\[C:11](=[O:24])[C:12]2[CH:17]=[C:16]([C:18]([F:21])([F:20])[F:19])[CH:15]=[CH:14][C:13]=2[CH:22]=O)/[N:7]([CH2:25][C@H:26]2[CH2:30][CH2:29][CH2:28][O:27]2)[CH:6]=1)([CH3:4])([CH3:3])[CH3:2].[NH:31]1[CH2:34][CH2:33][CH2:32]1.C(O)(=O)C.C(O[BH-](OC(=O)C)OC(=O)C)(=O)C.[Na+]. Product: [N:31]1([CH2:22][C:13]2[CH:14]=[CH:15][C:16]([C:18]([F:19])([F:20])[F:21])=[CH:17][C:12]=2[C:11](/[N:10]=[C:8]2\[S:9][C:5]([C:1]([CH3:3])([CH3:2])[CH3:4])=[CH:6][N:7]\2[CH2:25][C@H:26]2[CH2:30][CH2:29][CH2:28][O:27]2)=[O:24])[CH2:34][CH2:33][CH2:32]1. The catalyst class is: 4.